From a dataset of Catalyst prediction with 721,799 reactions and 888 catalyst types from USPTO. Predict which catalyst facilitates the given reaction. Reactant: C([O:3][C:4](=[O:39])[C:5]([NH:7][C:8]1[CH:17]=[CH:16][C:15]([CH2:18][CH2:19][C:20]([NH:22][CH2:23][CH2:24][CH2:25][CH2:26][O:27][C:28]2[CH:33]=[CH:32][CH:31]=[C:30]([OH:34])[C:29]=2[C:35]([O:37][CH3:38])=[O:36])=[O:21])=[CH:14][C:9]=1[C:10]([O:12]C)=[O:11])=[O:6])C.[OH-].[Na+]. Product: [C:4]([C:5]([NH:7][C:8]1[CH:17]=[CH:16][C:15]([CH2:18][CH2:19][C:20]([NH:22][CH2:23][CH2:24][CH2:25][CH2:26][O:27][C:28]2[CH:33]=[CH:32][CH:31]=[C:30]([OH:34])[C:29]=2[C:35]([O:37][CH3:38])=[O:36])=[O:21])=[CH:14][C:9]=1[C:10]([OH:12])=[O:11])=[O:6])([OH:39])=[O:3]. The catalyst class is: 5.